Dataset: Aqueous solubility values for 9,982 compounds from the AqSolDB database. Task: Regression/Classification. Given a drug SMILES string, predict its absorption, distribution, metabolism, or excretion properties. Task type varies by dataset: regression for continuous measurements (e.g., permeability, clearance, half-life) or binary classification for categorical outcomes (e.g., BBB penetration, CYP inhibition). For this dataset (solubility_aqsoldb), we predict Y. The compound is CC(C)OC(=O)C1(S(=O)(=O)c2ccc(Cl)cc2)CCCC1. The Y is -4.65 log mol/L.